From a dataset of Forward reaction prediction with 1.9M reactions from USPTO patents (1976-2016). Predict the product of the given reaction. (1) The product is: [Si:10]([O:9][CH2:8][C:4]1[N:3]=[C:2]([C:25]2([OH:28])[CH2:26][CH2:27][O:22][CH2:23][CH2:24]2)[CH:7]=[CH:6][CH:5]=1)([C:13]([CH3:16])([CH3:15])[CH3:14])([CH3:12])[CH3:11]. Given the reactants Br[C:2]1[CH:7]=[CH:6][CH:5]=[C:4]([CH2:8][O:9][Si:10]([C:13]([CH3:16])([CH3:15])[CH3:14])([CH3:12])[CH3:11])[N:3]=1.C([Li])CCC.[O:22]1[CH2:27][CH2:26][C:25](=[O:28])[CH2:24][CH2:23]1.CCOC(C)=O.CCCCCC, predict the reaction product. (2) The product is: [CH2:1]([NH:8][C:9]([C:11]1[CH:15]=[C:14]([N:28]2[CH:29]=[CH:30][C:25]([O:24][CH2:17][C:18]3[CH:19]=[CH:20][CH:21]=[CH:22][CH:23]=3)=[CH:26][C:27]2=[O:31])[S:13][CH:12]=1)=[O:10])[C:2]1[CH:7]=[CH:6][CH:5]=[CH:4][CH:3]=1. Given the reactants [CH2:1]([NH:8][C:9]([C:11]1[CH:15]=[C:14](Br)[S:13][CH:12]=1)=[O:10])[C:2]1[CH:7]=[CH:6][CH:5]=[CH:4][CH:3]=1.[CH2:17]([O:24][C:25]1[CH:30]=[CH:29][NH:28][C:27](=[O:31])[CH:26]=1)[C:18]1[CH:23]=[CH:22][CH:21]=[CH:20][CH:19]=1.OC1C=CC=C2C=1N=CC=C2.C(=O)([O-])[O-].[K+].[K+], predict the reaction product. (3) Given the reactants [CH3:1][O:2][C:3]1[CH:4]=[C:5]2[C:10](=[CH:11][CH:12]=1)[CH2:9][C:8](=O)[CH2:7][CH2:6]2.[NH:14]1[CH2:18][CH2:17][CH2:16][CH2:15]1, predict the reaction product. The product is: [CH3:1][O:2][C:3]1[CH:4]=[C:5]2[C:10](=[CH:11][CH:12]=1)[CH:9]=[C:8]([N:14]1[CH2:18][CH2:17][CH2:16][CH2:15]1)[CH2:7][CH2:6]2. (4) Given the reactants ClCI.[C:4]([O:8][C:9](=[O:17])[NH:10][CH2:11][CH:12]1[CH2:15][C:14](=[CH2:16])[CH2:13]1)([CH3:7])([CH3:6])[CH3:5].[CH2:18]([Zn]CC)C.CCCCCC.Cl, predict the reaction product. The product is: [C:4]([O:8][C:9](=[O:17])[NH:10][CH2:11][CH:12]1[CH2:13][C:14]2([CH2:18][CH2:16]2)[CH2:15]1)([CH3:7])([CH3:6])[CH3:5]. (5) Given the reactants C(O[C:4]([C:6]1[CH:10]=[C:9]([C:11]2[CH:16]=[CH:15][C:14]([F:17])=[CH:13][CH:12]=2)[N:8]([C:18]2[CH:23]=[CH:22][CH:21]=[CH:20][C:19]=2[C:24]([F:27])([F:26])[F:25])[C:7]=1[CH3:28])=[O:5])C.FC(F)(F)C1C=CC=CC=1N.C(OC(=O)C(C(=O)C)CC(C1C=CC(F)=CC=1)=O)C.FC1C=CC(N)=CC=1.[CH3:67][S:68]([C:71]1[CH:76]=[CH:75][C:74]([NH:77]C(C2C=C(C3C=CC(F)=CC=3)N(C3C=CC(F)=CC=3)C=2C)=O)=[CH:73][CH:72]=1)(=[O:70])=[O:69].CS(C1C=CC(N)=CC=1)(=O)=O, predict the reaction product. The product is: [CH3:67][S:68]([C:71]1[CH:76]=[CH:75][C:74]([NH:77][C:4]([C:6]2[CH:10]=[C:9]([C:11]3[CH:16]=[CH:15][C:14]([F:17])=[CH:13][CH:12]=3)[N:8]([C:18]3[CH:23]=[CH:22][CH:21]=[CH:20][C:19]=3[C:24]([F:27])([F:25])[F:26])[C:7]=2[CH3:28])=[O:5])=[CH:73][CH:72]=1)(=[O:69])=[O:70]. (6) Given the reactants [H-].[Al+3].[Li+].[H-].[H-].[H-].C1COCC1.[NH2:12][C:13]1([C:26](O)=[O:27])[CH2:18][CH2:17][N:16]([CH2:19][C:20]2[CH:25]=[CH:24][CH:23]=[CH:22][CH:21]=2)[CH2:15][CH2:14]1.[OH-].[Na+], predict the reaction product. The product is: [NH2:12][C:13]1([CH2:26][OH:27])[CH2:18][CH2:17][N:16]([CH2:19][C:20]2[CH:25]=[CH:24][CH:23]=[CH:22][CH:21]=2)[CH2:15][CH2:14]1. (7) Given the reactants [N+:1]([C:4]1[CH:29]=[CH:28][C:7]([CH2:8]P(C2C=CC=CC=2)(C2C=CC=CC=2)C2C=CC=CC=2)=[CH:6][CH:5]=1)([O-:3])=[O:2].[N+]([C:33]1[CH:40]=[CH:39][C:36]([CH:37]=O)=[CH:35][CH:34]=1)([O-])=O, predict the reaction product. The product is: [CH:33]1[CH:40]=[CH:39][C:36](/[CH:37]=[CH:8]/[C:7]2[CH:6]=[CH:5][C:4]([N+:1]([O-:3])=[O:2])=[CH:29][CH:28]=2)=[CH:35][CH:34]=1.